This data is from Reaction yield outcomes from USPTO patents with 853,638 reactions. The task is: Predict the reaction yield, written as a fraction of the theoretical maximum amount of product (1.0 means a 100% yield; for example, 0.34 means a 34% yield). The reactants are [C:1]1([C:7]2[CH:15]=[C:10]3[CH:11]=[CH:12][CH:13]=[CH:14][N:9]3[N:8]=2)[CH:6]=[CH:5][CH:4]=[CH:3][CH:2]=1.C(O)(=O)C.[N:20]([O-])=[O:21].[Na+]. The catalyst is O. The product is [N:20]([C:15]1[C:7]([C:1]2[CH:2]=[CH:3][CH:4]=[CH:5][CH:6]=2)=[N:8][N:9]2[CH:14]=[CH:13][CH:12]=[CH:11][C:10]=12)=[O:21]. The yield is 0.596.